From a dataset of NCI-60 drug combinations with 297,098 pairs across 59 cell lines. Regression. Given two drug SMILES strings and cell line genomic features, predict the synergy score measuring deviation from expected non-interaction effect. (1) Drug 1: CN(C)N=NC1=C(NC=N1)C(=O)N. Drug 2: C1CN1P(=S)(N2CC2)N3CC3. Cell line: CAKI-1. Synergy scores: CSS=15.0, Synergy_ZIP=-8.65, Synergy_Bliss=-2.39, Synergy_Loewe=-0.474, Synergy_HSA=0.709. (2) Drug 1: C1=CC(=C2C(=C1NCCNCCO)C(=O)C3=C(C=CC(=C3C2=O)O)O)NCCNCCO. Drug 2: CC1CCCC2(C(O2)CC(NC(=O)CC(C(C(=O)C(C1O)C)(C)C)O)C(=CC3=CSC(=N3)C)C)C. Cell line: UACC62. Synergy scores: CSS=36.1, Synergy_ZIP=1.47, Synergy_Bliss=3.16, Synergy_Loewe=3.80, Synergy_HSA=4.19.